Predict the reaction yield, written as a fraction of the theoretical maximum amount of product (1.0 means a 100% yield; for example, 0.34 means a 34% yield). From a dataset of Reaction yield outcomes from USPTO patents with 853,638 reactions. (1) The catalyst is ClCCCl.[Cu]I. The product is [C:1]1([CH2:7][CH2:8][CH2:9][CH:10]([S:20][C:14]2[CH:19]=[CH:18][CH:17]=[CH:16][CH:15]=2)[C:11](=[O:13])[CH3:12])[CH:6]=[CH:5][CH:4]=[CH:3][CH:2]=1. The yield is 0.660. The reactants are [C:1]1([CH2:7][CH2:8][C:9]#[C:10][CH:11]([OH:13])[CH3:12])[CH:6]=[CH:5][CH:4]=[CH:3][CH:2]=1.[C:14]1([SH:20])[CH:19]=[CH:18][CH:17]=[CH:16][CH:15]=1. (2) The product is [F:17][C:18]1[CH:23]=[C:22]([F:24])[CH:21]=[CH:20][C:19]=1[C:25]1[CH:30]=[CH:29][CH:28]=[C:27]([N:31]2[CH2:32][CH2:33][N:34]([C:9]([NH:8][C:5]3[O:4][N:3]=[C:2]([CH3:1])[C:6]=3[CH3:7])=[O:16])[CH2:35][CH2:36]2)[CH:26]=1. The yield is 0.440. The reactants are [CH3:1][C:2]1[C:6]([CH3:7])=[C:5]([NH:8][C:9](=[O:16])OCC(Cl)(Cl)Cl)[O:4][N:3]=1.[F:17][C:18]1[CH:23]=[C:22]([F:24])[CH:21]=[CH:20][C:19]=1[C:25]1[CH:30]=[CH:29][CH:28]=[C:27]([N:31]2[CH2:36][CH2:35][NH:34][CH2:33][CH2:32]2)[CH:26]=1. No catalyst specified. (3) The yield is 0.320. The product is [CH3:1][C:2]1[C:6]2[CH:7]=[C:8]([C:11]3([C:14]([OH:16])=[O:15])[CH2:12][CH2:13]3)[CH:9]=[CH:10][C:5]=2[O:4][N:3]=1. The reactants are [CH3:1][C:2]1[C:6]2[CH:7]=[C:8]([C:11]3([C:14]([O:16]C)=[O:15])[CH2:13][CH2:12]3)[CH:9]=[CH:10][C:5]=2[O:4][N:3]=1.O[Li].O. The catalyst is CO.O. (4) The reactants are [S:1]([O:8]S(C(F)(F)F)(=O)=O)([C:4]([F:7])([F:6])[F:5])(=[O:3])=[O:2].[CH2:16]([N:18]1[CH2:27][CH2:26][C:25]2[C:20](=[C:21]([O:29][CH3:30])[CH:22]=[C:23](O)[CH:24]=2)[CH2:19]1)[CH3:17].N1C=CC=CC=1. The catalyst is C(Cl)Cl. The product is [CH2:16]([N:18]1[CH2:27][CH2:26][C:25]2[C:20](=[C:21]([O:29][CH3:30])[CH:22]=[C:23]([O:8][S:1]([C:4]([F:7])([F:6])[F:5])(=[O:3])=[O:2])[CH:24]=2)[CH2:19]1)[CH3:17]. The yield is 0.630. (5) The reactants are [Cl-].[Li+].C([Mg]Br)C.C(Br)[CH2:8][C@H:9]([CH2:11][CH2:12][CH:13]=[C:14](C)C)[CH3:10].CC(=CCC[C@H](C)CCCC)C.C[C:31]([CH3:33])=[O:32].[OH:34]S(O)(=O)=O.O=[Cr](=O)=O. The catalyst is C1COCC1.CC(C)=O.[Cu]Cl. The product is [CH3:8][C@H:9]([CH2:11][CH2:12][CH2:13][CH3:14])[CH2:10][CH2:33][C:31]([OH:34])=[O:32]. The yield is 0.590.